From a dataset of Reaction yield outcomes from USPTO patents with 853,638 reactions. Predict the reaction yield, written as a fraction of the theoretical maximum amount of product (1.0 means a 100% yield; for example, 0.34 means a 34% yield). (1) The reactants are C([O:3][C:4]([C:6]1[N:10]([CH2:11][C:12]2[CH:17]=[CH:16][C:15]([C:18]([F:21])([F:20])[F:19])=[CH:14][C:13]=2[Cl:22])[N:9]=[C:8]([C:23]([CH3:26])([CH3:25])[CH3:24])[CH:7]=1)=O)C.[H-].C([Al+]CC(C)C)C(C)C.O.O.O.O.O.O.O.O.O.O.[O-]S([O-])(=O)=O.[Na+].[Na+]. The catalyst is O1CCCC1.C1(C)C=CC=CC=1. The product is [C:23]([C:8]1[CH:7]=[C:6]([CH2:4][OH:3])[N:10]([CH2:11][C:12]2[CH:17]=[CH:16][C:15]([C:18]([F:21])([F:20])[F:19])=[CH:14][C:13]=2[Cl:22])[N:9]=1)([CH3:26])([CH3:24])[CH3:25]. The yield is 0.230. (2) The reactants are [CH3:1][O:2][C:3]1[CH:20]=[CH:19][C:6]([CH2:7][N:8]2[C:12]3[N:13]=[CH:14][CH:15]=[C:16]([OH:17])[C:11]=3[C:10]([CH3:18])=[N:9]2)=[CH:5][CH:4]=1.F[C:22]1[CH:27]=[CH:26][C:25]([N+:28]([O-:30])=[O:29])=[CH:24][CH:23]=1.C([O-])([O-])=O.[Cs+].[Cs+].CC(N(C)C)=O. The catalyst is O. The product is [CH3:1][O:2][C:3]1[CH:4]=[CH:5][C:6]([CH2:7][N:8]2[C:12]3=[N:13][CH:14]=[CH:15][C:16]([O:17][C:22]4[CH:27]=[CH:26][C:25]([N+:28]([O-:30])=[O:29])=[CH:24][CH:23]=4)=[C:11]3[C:10]([CH3:18])=[N:9]2)=[CH:19][CH:20]=1. The yield is 0.790. (3) The reactants are [C:1]([C:5]1[CH:10]=[CH:9][C:8]([N+:11]([O-])=O)=[CH:7][C:6]=1[O:14][CH3:15])([CH3:4])([CH3:3])[CH3:2].C([O-])=O.[K+]. The catalyst is CCO.O.[Pd]. The product is [C:1]([C:5]1[CH:10]=[CH:9][C:8]([NH2:11])=[CH:7][C:6]=1[O:14][CH3:15])([CH3:4])([CH3:2])[CH3:3]. The yield is 0.720. (4) The reactants are [C:1]([C:4]1[CH:9]=[CH:8][C:7]([Cl:10])=[CH:6][C:5]=1/[CH:11]=[CH:12]/[C:13]([O:15]C(C)(C)C)=[O:14])(=[O:3])[CH3:2]. The catalyst is C(O)(C(F)(F)F)=O.C(Cl)Cl. The product is [C:1]([C:4]1[CH:9]=[CH:8][C:7]([Cl:10])=[CH:6][C:5]=1/[CH:11]=[CH:12]/[C:13]([OH:15])=[O:14])(=[O:3])[CH3:2]. The yield is 1.00.